From a dataset of Full USPTO retrosynthesis dataset with 1.9M reactions from patents (1976-2016). Predict the reactants needed to synthesize the given product. (1) Given the product [Br:1][C:2]1[C:3]([CH3:7])=[N:4][N:5]([C:10]2[CH:11]=[CH:12][CH:13]=[CH:14][C:9]=2[F:8])[CH:6]=1, predict the reactants needed to synthesize it. The reactants are: [Br:1][C:2]1[C:3]([CH3:7])=[N:4][NH:5][CH:6]=1.[F:8][C:9]1[CH:14]=[CH:13][CH:12]=[CH:11][C:10]=1OB(O)O.N1C=CC=CC=1. (2) Given the product [OH:2][C:3]1[CH:12]=[C:11]2[C:6]([CH2:7][CH2:8][C:9](=[O:14])[N:10]2[CH3:13])=[CH:5][C:4]=1[C:15]1[N:16]=[N:17][C:18]([N:21]([CH3:32])[CH:22]2[CH2:23][C:24]([CH3:30])([CH3:31])[NH:25][C:26]([CH3:29])([CH3:28])[CH2:27]2)=[CH:19][CH:20]=1, predict the reactants needed to synthesize it. The reactants are: C[O:2][C:3]1[CH:12]=[C:11]2[C:6]([CH2:7][CH2:8][C:9](=[O:14])[N:10]2[CH3:13])=[CH:5][C:4]=1[C:15]1[N:16]=[N:17][C:18]([N:21]([CH3:32])[CH:22]2[CH2:27][C:26]([CH3:29])([CH3:28])[NH:25][C:24]([CH3:31])([CH3:30])[CH2:23]2)=[CH:19][CH:20]=1.B(Br)(Br)Br. (3) Given the product [ClH:29].[CH3:1][C:2]1[C:10]([O:11][C@H:12]2[CH2:17][CH2:16][CH2:15][C@@H:14]([N:18]3[CH2:22][CH2:21][CH2:20][CH2:19]3)[CH2:13]2)=[CH:9][CH:8]=[C:7]2[C:3]=1[CH:4]=[N:5][NH:6]2, predict the reactants needed to synthesize it. The reactants are: [CH3:1][C:2]1[C:10]([O:11][C@H:12]2[CH2:17][CH2:16][CH2:15][C@@H:14]([N:18]3[CH2:22][CH2:21][CH2:20][CH2:19]3)[CH2:13]2)=[CH:9][CH:8]=[C:7]2[C:3]=1[CH:4]=[N:5][N:6]2C1CCCCO1.[ClH:29].O1CCOCC1. (4) Given the product [CH2:1]([C:5]([C:21]1[CH:22]=[CH:23][C:24]([O:27][CH2:28][CH2:29][CH2:30][C:31]([OH:33])=[O:32])=[CH:25][CH:26]=1)=[C:6]([C:14]1[CH:19]=[CH:18][C:17]([OH:20])=[CH:16][CH:15]=1)[C:7]1[CH:8]=[CH:9][C:10]([OH:13])=[CH:11][CH:12]=1)[CH2:2][CH2:3][CH3:4], predict the reactants needed to synthesize it. The reactants are: [CH2:1]([C:5]([C:21]1[CH:26]=[CH:25][C:24]([O:27][CH2:28][CH2:29][CH2:30][C:31]([O:33]CC)=[O:32])=[CH:23][CH:22]=1)=[C:6]([C:14]1[CH:19]=[CH:18][C:17]([OH:20])=[CH:16][CH:15]=1)[C:7]1[CH:12]=[CH:11][C:10]([OH:13])=[CH:9][CH:8]=1)[CH2:2][CH2:3][CH3:4].[OH-].[Na+]. (5) Given the product [NH2:1][C@@H:4]([C@@H:40]([C:49]1[CH:54]=[CH:53][C:52]([F:55])=[CH:51][CH:50]=1)[C:41]1[CH:42]=[C:43]([F:48])[CH:44]=[C:45]([F:47])[CH:46]=1)[C:5]([NH:7][C:8]1[CH:9]=[N:10][CH:11]=[C:12]([F:39])[C:13]=1[CH2:14][CH2:15][C@H:16]1[O:21][CH2:20][C@H:19]([CH2:22][O:23][C:24]([NH:26][CH2:27][C:28]([F:31])([F:29])[F:30])=[O:25])[N:18]([C:32]([O:34][C:35]([CH3:36])([CH3:37])[CH3:38])=[O:33])[CH2:17]1)=[O:6], predict the reactants needed to synthesize it. The reactants are: [N:1]([C@@H:4]([C@@H:40]([C:49]1[CH:54]=[CH:53][C:52]([F:55])=[CH:51][CH:50]=1)[C:41]1[CH:46]=[C:45]([F:47])[CH:44]=[C:43]([F:48])[CH:42]=1)[C:5]([NH:7][C:8]1[CH:9]=[N:10][CH:11]=[C:12]([F:39])[C:13]=1[CH2:14][CH2:15][C@H:16]1[O:21][CH2:20][C@H:19]([CH2:22][O:23][C:24]([NH:26][CH2:27][C:28]([F:31])([F:30])[F:29])=[O:25])[N:18]([C:32]([O:34][C:35]([CH3:38])([CH3:37])[CH3:36])=[O:33])[CH2:17]1)=[O:6])=[N+]=[N-].[H][H]. (6) Given the product [CH2:1]([O:3][C:4](=[O:20])[CH2:5][CH2:6][CH2:7][S:8][C:9]1[N:10]([CH2:28][C:29]2[C:38]3[C:33](=[CH:34][CH:35]=[CH:36][CH:37]=3)[CH:32]=[CH:31][CH:30]=2)[C:11]2[CH:17]=[C:16]([F:18])[C:15]([F:19])=[CH:14][C:12]=2[N:13]=1)[CH3:2], predict the reactants needed to synthesize it. The reactants are: [CH2:1]([O:3][C:4](=[O:20])[CH2:5][CH2:6][CH2:7][S:8][C:9]1[NH:10][C:11]2[CH:17]=[C:16]([F:18])[C:15]([F:19])=[CH:14][C:12]=2[N:13]=1)[CH3:2].C(=O)([O-])[O-].[K+].[K+].Cl[CH2:28][C:29]1[C:38]2[C:33](=[CH:34][CH:35]=[CH:36][CH:37]=2)[CH:32]=[CH:31][CH:30]=1.O.